From a dataset of Forward reaction prediction with 1.9M reactions from USPTO patents (1976-2016). Predict the product of the given reaction. (1) Given the reactants [C:1]([C:5]1[S:9][C:8]([C:10]([NH:12][C@@H:13]([CH2:27][C:28]2[CH:33]=[CH:32][C:31]([C:34]3[N:39]=[CH:38][C:37]([C:40]4[CH:45]=[CH:44][C:43]([C:46]5[CH:51]=[CH:50][C:49]([CH2:52][CH2:53][CH2:54][CH3:55])=[CH:48][CH:47]=5)=[CH:42][C:41]=4[F:56])=[CH:36][N:35]=3)=[CH:30][CH:29]=2)[C:14]([N:16]2[CH2:19][CH:18]([C:20]([O:22]C(C)(C)C)=[O:21])[CH2:17]2)=[O:15])=[O:11])=[CH:7][CH:6]=1)([CH3:4])([CH3:3])[CH3:2], predict the reaction product. The product is: [C:1]([C:5]1[S:9][C:8]([C:10]([NH:12][C@@H:13]([CH2:27][C:28]2[CH:29]=[CH:30][C:31]([C:34]3[N:39]=[CH:38][C:37]([C:40]4[CH:45]=[CH:44][C:43]([C:46]5[CH:47]=[CH:48][C:49]([CH2:52][CH2:53][CH2:54][CH3:55])=[CH:50][CH:51]=5)=[CH:42][C:41]=4[F:56])=[CH:36][N:35]=3)=[CH:32][CH:33]=2)[C:14]([N:16]2[CH2:19][CH:18]([C:20]([OH:22])=[O:21])[CH2:17]2)=[O:15])=[O:11])=[CH:7][CH:6]=1)([CH3:4])([CH3:3])[CH3:2]. (2) Given the reactants [F:1][C:2]1[CH:3]=[C:4]([N:9]2[CH2:13][C@H:12]([CH2:14][NH:15][C:16](=[O:18])[CH3:17])[O:11][C:10]2=[O:19])[CH:5]=[CH:6][C:7]=1[F:8].S(=O)(=O)(O)O.[N+:25]([O-])([OH:27])=[O:26], predict the reaction product. The product is: [F:8][C:7]1[C:2]([F:1])=[CH:3][C:4]([N:9]2[CH2:13][C@H:12]([CH2:14][NH:15][C:16](=[O:18])[CH3:17])[O:11][C:10]2=[O:19])=[C:5]([N+:25]([O-:27])=[O:26])[CH:6]=1. (3) Given the reactants [Cl:1][C:2]1[CH:3]=[C:4]([CH2:9][C:10]([OH:12])=[O:11])[CH:5]=[CH:6][C:7]=1[Cl:8].S(=O)(=O)(O)O.[CH3:18]O, predict the reaction product. The product is: [CH3:18][O:11][C:10](=[O:12])[CH2:9][C:4]1[CH:5]=[CH:6][C:7]([Cl:8])=[C:2]([Cl:1])[CH:3]=1. (4) Given the reactants [NH:1]1[CH2:4][CH:3]([O:5][C:6]2[CH:7]=[C:8]3[C:13](=[CH:14][CH:15]=2)[N:12]=[CH:11][N:10]=[C:9]3[NH:16][C:17]2[CH:22]=[CH:21][C:20]([O:23][C:24]3[CH:25]=[N:26][C:27]([CH3:30])=[CH:28][CH:29]=3)=[C:19]([CH3:31])[CH:18]=2)[CH2:2]1.C([O:35][CH2:36][C:37](Cl)=[O:38])(=O)C, predict the reaction product. The product is: [CH3:31][C:19]1[CH:18]=[C:17]([NH:16][C:9]2[C:8]3[C:13](=[CH:14][CH:15]=[C:6]([O:5][CH:3]4[CH2:2][N:1]([C:36](=[O:35])[CH2:37][OH:38])[CH2:4]4)[CH:7]=3)[N:12]=[CH:11][N:10]=2)[CH:22]=[CH:21][C:20]=1[O:23][C:24]1[CH:25]=[N:26][C:27]([CH3:30])=[CH:28][CH:29]=1.